The task is: Predict the product of the given reaction.. This data is from Forward reaction prediction with 1.9M reactions from USPTO patents (1976-2016). (1) The product is: [OH:16][NH:15][C:1]([C:3]1[CH:8]=[CH:7][C:6]([CH2:9][C:10]([O:12][CH3:13])=[O:11])=[CH:5][CH:4]=1)=[NH:2]. Given the reactants [C:1]([C:3]1[CH:8]=[CH:7][C:6]([CH2:9][C:10]([O:12][CH3:13])=[O:11])=[CH:5][CH:4]=1)#[N:2].Cl.[NH2:15][OH:16].C([O-])(O)=O.[Na+], predict the reaction product. (2) Given the reactants C(N(CC)CC)C.[CH3:8][S:9](Cl)(=[O:11])=[O:10].[OH:13][CH2:14][C:15]1([C:18]([O:20][CH2:21][CH3:22])=[O:19])[CH2:17][CH2:16]1, predict the reaction product. The product is: [CH3:8][S:9]([O:13][CH2:14][C:15]1([C:18]([O:20][CH2:21][CH3:22])=[O:19])[CH2:17][CH2:16]1)(=[O:11])=[O:10]. (3) Given the reactants [CH3:1][O:2][C:3]1[CH:8]=[C:7]([CH3:9])[NH:6][C:5](=[O:10])[C:4]=1[CH2:11][NH:12][C:13]([C:15]1[C:23]2[C:18](=[N:19][C:20]([N:24]3[CH2:29][CH2:28][N:27](C(OC(C)(C)C)=O)[CH2:26][CH2:25]3)=[CH:21][CH:22]=2)[N:17]([CH:37]([CH3:41])[CH2:38][O:39][CH3:40])[C:16]=1[CH3:42])=[O:14].Cl, predict the reaction product. The product is: [CH3:1][O:2][C:3]1[CH:8]=[C:7]([CH3:9])[NH:6][C:5](=[O:10])[C:4]=1[CH2:11][NH:12][C:13]([C:15]1[C:23]2[C:18](=[N:19][C:20]([N:24]3[CH2:25][CH2:26][NH:27][CH2:28][CH2:29]3)=[CH:21][CH:22]=2)[N:17]([CH:37]([CH3:41])[CH2:38][O:39][CH3:40])[C:16]=1[CH3:42])=[O:14].